This data is from Reaction yield outcomes from USPTO patents with 853,638 reactions. The task is: Predict the reaction yield, written as a fraction of the theoretical maximum amount of product (1.0 means a 100% yield; for example, 0.34 means a 34% yield). (1) The reactants are [OH:1][C:2]1[CH:10]=[CH:9][C:8]([C:11](=[O:19])[CH2:12][CH2:13][CH2:14][CH2:15][CH2:16][CH2:17][CH3:18])=[CH:7][C:3]=1[C:4]([OH:6])=[O:5].N1C=CC=CC=1.[C:26](Cl)(=[O:28])[CH3:27].O. The catalyst is CC(C)=O. The product is [C:26]([O:1][C:2]1[CH:10]=[CH:9][C:8]([C:11](=[O:19])[CH2:12][CH2:13][CH2:14][CH2:15][CH2:16][CH2:17][CH3:18])=[CH:7][C:3]=1[C:4]([OH:6])=[O:5])(=[O:28])[CH3:27]. The yield is 1.00. (2) The reactants are [CH2:1]([NH:8][C:9]1[CH:13]=[C:12]([C:14]2[CH:19]=[CH:18][N:17]=[CH:16][CH:15]=2)[S:11][C:10]=1[C:20]([OH:22])=O)[C:2]1[CH:7]=[CH:6][CH:5]=[CH:4][CH:3]=1.[Cl-].[NH4+].C([N:27](CC)CC)C.ON1C2C=CC=CC=2N=N1.Cl.C(N=C=NCCCN(C)C)C.C(=O)([O-])O.[Na+]. The catalyst is O.CN(C=O)C. The product is [CH2:1]([NH:8][C:9]1[CH:13]=[C:12]([C:14]2[CH:19]=[CH:18][N:17]=[CH:16][CH:15]=2)[S:11][C:10]=1[C:20]([NH2:27])=[O:22])[C:2]1[CH:7]=[CH:6][CH:5]=[CH:4][CH:3]=1. The yield is 0.590. (3) The reactants are [Cl:1][C:2]1[CH:14]=[CH:13][C:5]([CH2:6][NH:7][C:8](=[O:12])[O:9][CH2:10][CH3:11])=[CH:4][CH:3]=1.Cl[C:16]1[C:21]([N+:22]([O-:24])=[O:23])=[CH:20][C:19]([N+:25]([O-:27])=[O:26])=[CH:18][C:17]=1[C:28]([F:31])([F:30])[F:29].[H-].[Na+].Cl. The catalyst is O1CCCC1. The product is [Cl:1][C:2]1[CH:3]=[CH:4][C:5]([CH2:6][N:7]([C:16]2[C:17]([C:28]([F:30])([F:31])[F:29])=[CH:18][C:19]([N+:25]([O-:27])=[O:26])=[CH:20][C:21]=2[N+:22]([O-:24])=[O:23])[C:8](=[O:12])[O:9][CH2:10][CH3:11])=[CH:13][CH:14]=1. The yield is 0.180. (4) The reactants are [Cl-].O[NH3+:3].[C:4](=[O:7])([O-])[OH:5].[Na+].CS(C)=O.[CH2:13]([C:17]1[N:18]=[C:19]([CH3:44])[N:20]([C:39]2[CH:43]=[CH:42][O:41][CH:40]=2)[C:21](=[O:38])[C:22]=1[CH2:23][C:24]1[CH:29]=[CH:28][C:27]([C:30]2[C:31]([C:36]#[N:37])=[CH:32][CH:33]=[CH:34][CH:35]=2)=[CH:26][CH:25]=1)[CH2:14][CH2:15][CH3:16]. The catalyst is O.C(OCC)(=O)C. The yield is 0.460. The product is [CH2:13]([C:17]1[N:18]=[C:19]([CH3:44])[N:20]([C:39]2[CH:43]=[CH:42][O:41][CH:40]=2)[C:21](=[O:38])[C:22]=1[CH2:23][C:24]1[CH:25]=[CH:26][C:27]([C:30]2[CH:35]=[CH:34][CH:33]=[CH:32][C:31]=2[C:36]2[NH:3][C:4](=[O:7])[O:5][N:37]=2)=[CH:28][CH:29]=1)[CH2:14][CH2:15][CH3:16]. (5) The reactants are [NH:1]([S:8]([C:11]1[CH:12]=[CH:13][C:14]([O:27][CH3:28])=[C:15]2[C:20]=1[O:19][CH2:18][C@H:17]([NH:21][C:22](=O)OCC)[CH2:16]2)(=[O:10])=[O:9])[C:2]1[CH:7]=[CH:6][CH:5]=[CH:4][CH:3]=1.[H-].[Al+3].[Li+].[H-].[H-].[H-]. The catalyst is O1CCCC1. The product is [CH3:28][O:27][C:14]1[CH:13]=[CH:12][C:11]([S:8]([NH:1][C:2]2[CH:3]=[CH:4][CH:5]=[CH:6][CH:7]=2)(=[O:10])=[O:9])=[C:20]2[C:15]=1[CH2:16][C@@H:17]([NH:21][CH3:22])[CH2:18][O:19]2. The yield is 0.180. (6) The reactants are [NH2:1][C:2](=[S:13])[C:3]1[CH:4]=[C:5]([C:9]([O:11][CH3:12])=[S:10])[S:6][C:7]=1[CH3:8].[F:14][C:15]([F:31])([F:30])[C:16]1[CH:17]=[C:18]([C:26](=O)[CH2:27]Br)[CH:19]=[C:20]([C:22]([F:25])([F:24])[F:23])[CH:21]=1. No catalyst specified. The product is [F:14][C:15]([F:30])([F:31])[C:16]1[CH:17]=[C:18]([C:26]2[N:1]=[C:2]([C:3]3[CH:4]=[C:5]([C:9]([O:11][CH3:12])=[S:10])[S:6][C:7]=3[CH3:8])[S:13][CH:27]=2)[CH:19]=[C:20]([C:22]([F:23])([F:24])[F:25])[CH:21]=1. The yield is 0.0500. (7) The reactants are [N+:1]([O-:4])([O-])=O.[Ce+4].[NH4+].[N+]([O-])([O-])=O.[N+]([O-])([O-])=O.[N+]([O-])([O-])=O.[N+]([O-])([O-])=O.[CH2:23]([O:25][C:26](=[O:49])[C:27]1[CH:32]=[CH:31][C:30]([CH2:33][C:34]2ON=[C:36]([CH2:39][O:40]C3C=CC(OC)=CC=3)[N:35]=2)=[CH:29][CH:28]=1)[CH3:24].[Na].C(OCC)(=O)C. The catalyst is C(#N)C.O. The product is [CH2:23]([O:25][C:26](=[O:49])[C:27]1[CH:32]=[CH:31][C:30]([CH2:33][C:34]2[O:4][N:1]=[C:36]([CH2:39][OH:40])[N:35]=2)=[CH:29][CH:28]=1)[CH3:24]. The yield is 0.810. (8) The product is [C:13]([NH:17][C:18]([C:20]1[C:28]2[C:23](=[N:24][CH:25]=[C:26]([C:29]3[C:37]4[C:32](=[CH:33][CH:34]=[C:35]([O:38][CH:39]([F:40])[F:41])[CH:36]=4)[N:31]([CH2:7][C:5]4[CH:4]=[N:3][N:2]([CH3:1])[CH:6]=4)[N:30]=3)[N:27]=2)[N:22]([CH2:42][O:43][CH2:44][CH2:45][Si:46]([CH3:49])([CH3:48])[CH3:47])[CH:21]=1)=[O:19])([CH3:16])([CH3:15])[CH3:14]. The yield is 0.510. The catalyst is CN(C=O)C. The reactants are [CH3:1][N:2]1[CH:6]=[C:5]([CH2:7]OS(C)(=O)=O)[CH:4]=[N:3]1.[C:13]([NH:17][C:18]([C:20]1[C:28]2[C:23](=[N:24][CH:25]=[C:26]([C:29]3[C:37]4[C:32](=[CH:33][CH:34]=[C:35]([O:38][CH:39]([F:41])[F:40])[CH:36]=4)[NH:31][N:30]=3)[N:27]=2)[N:22]([CH2:42][O:43][CH2:44][CH2:45][Si:46]([CH3:49])([CH3:48])[CH3:47])[CH:21]=1)=[O:19])([CH3:16])([CH3:15])[CH3:14].C([O-])([O-])=O.[Cs+].[Cs+]. (9) The reactants are [C:1]1([C:7]2[NH:8][C:9]3[C:14]([CH:15]=2)=[CH:13][CH:12]=[C:11]([C:16]([O:18][CH3:19])=[O:17])[CH:10]=3)[CH:6]=[CH:5][CH:4]=[CH:3][CH:2]=1.[H-].[Na+].Br[CH:23]1[CH2:28][CH2:27][CH2:26][CH:25]=[CH:24]1.Cl. The catalyst is CN(C=O)C.CCOC(C)=O. The product is [CH:28]1([C:15]2[C:14]3[C:9](=[CH:10][C:11]([C:16]([O:18][CH3:19])=[O:17])=[CH:12][CH:13]=3)[NH:8][C:7]=2[C:1]2[CH:2]=[CH:3][CH:4]=[CH:5][CH:6]=2)[CH2:27][CH2:26][CH2:25][CH:24]=[CH:23]1. The yield is 0.790. (10) The reactants are [N+:1]([C:4]1[CH:5]=[CH:6][C:7]2[S:11][C:10]([NH:12][C:13](=[O:20])[C:14]3[CH:19]=[CH:18][CH:17]=[CH:16][CH:15]=3)=[N:9][C:8]=2[CH:21]=1)([O-])=O.[H][H].CO.C(Cl)Cl. The catalyst is [Pd].C1COCC1.CO.CC(O)=O. The product is [NH2:1][C:4]1[CH:5]=[CH:6][C:7]2[S:11][C:10]([NH:12][C:13](=[O:20])[C:14]3[CH:19]=[CH:18][CH:17]=[CH:16][CH:15]=3)=[N:9][C:8]=2[CH:21]=1. The yield is 0.510.